This data is from Full USPTO retrosynthesis dataset with 1.9M reactions from patents (1976-2016). The task is: Predict the reactants needed to synthesize the given product. (1) Given the product [Cl:1][C:2]1[CH:3]=[CH:4][C:5]([C@@:8]([NH:16][C:37](=[O:38])[C@@:36]([O:46][CH3:47])([C:40]2[CH:41]=[CH:42][CH:43]=[CH:44][CH:45]=2)[C:35]([F:48])([F:49])[F:34])([C:17]2[CH:22]=[C:21]([C:23]([F:26])([F:24])[F:25])[CH:20]=[C:19]([F:27])[CH:18]=2)[CH2:9][C:10]2[CH:11]=[CH:12][CH:13]=[CH:14][CH:15]=2)=[N:6][CH:7]=1, predict the reactants needed to synthesize it. The reactants are: [Cl:1][C:2]1[CH:3]=[CH:4][C:5]([C:8]([C:17]2[CH:22]=[C:21]([C:23]([F:26])([F:25])[F:24])[CH:20]=[C:19]([F:27])[CH:18]=2)([NH2:16])[CH2:9][C:10]2[CH:15]=[CH:14][CH:13]=[CH:12][CH:11]=2)=[N:6][CH:7]=1.N1C=CC=CC=1.[F:34][C:35]([F:49])([F:48])[C@:36]([O:46][CH3:47])([C:40]1[CH:45]=[CH:44][CH:43]=[CH:42][CH:41]=1)[C:37](Cl)=[O:38]. (2) Given the product [CH2:1]([O:8][N:9]1[C:10](=[O:11])[C:12]2[CH:17]=[C:16]([F:18])[C:15]([Cl:19])=[N:14][C:13]=2[N:31]([C:25]2[CH:26]=[CH:27][C:28]([F:30])=[CH:29][C:24]=2[F:23])[C:32]1=[O:33])[C:2]1[CH:7]=[CH:6][CH:5]=[CH:4][CH:3]=1, predict the reactants needed to synthesize it. The reactants are: [CH2:1]([O:8][NH:9][C:10]([C:12]1[C:13](Cl)=[N:14][C:15]([Cl:19])=[C:16]([F:18])[CH:17]=1)=[O:11])[C:2]1[CH:7]=[CH:6][CH:5]=[CH:4][CH:3]=1.[H-].[Na+].[F:23][C:24]1[CH:29]=[C:28]([F:30])[CH:27]=[CH:26][C:25]=1[N:31]=[C:32]=[O:33].